This data is from Forward reaction prediction with 1.9M reactions from USPTO patents (1976-2016). The task is: Predict the product of the given reaction. (1) Given the reactants [N:1]1([CH2:7][C:8]2[C:16]([C:17]([F:20])([F:19])[F:18])=[CH:15][C:11]([C:12](O)=[O:13])=[C:10]([O:21][CH2:22][C:23]3[CH:28]=[CH:27][CH:26]=[CH:25][CH:24]=3)[CH:9]=2)[CH2:6][CH2:5][O:4][CH2:3][CH2:2]1.C(N(C(C)C)CC)(C)C.[N:38]1[CH:43]=[CH:42][C:41]([NH2:44])=[CH:40][N:39]=1.ON1C2N=CC=CC=2N=N1.C(Cl)CCl, predict the reaction product. The product is: [N:1]1([CH2:7][C:8]2[C:16]([C:17]([F:19])([F:18])[F:20])=[CH:15][C:11]([C:12]([NH:44][C:41]3[CH:42]=[CH:43][N:38]=[N:39][CH:40]=3)=[O:13])=[C:10]([O:21][CH2:22][C:23]3[CH:28]=[CH:27][CH:26]=[CH:25][CH:24]=3)[CH:9]=2)[CH2:2][CH2:3][O:4][CH2:5][CH2:6]1. (2) Given the reactants [Cl:1][C:2]1[CH:3]=[C:4]2[C:10]([C:11]3[N:16]=[C:15]([C:17]([O:19]C)=[O:18])[CH:14]=[N:13][CH:12]=3)=[CH:9][N:8](S(C3C=CC(C)=CC=3)(=O)=O)[C:5]2=[N:6][CH:7]=1.[OH-].[Na+], predict the reaction product. The product is: [Cl:1][C:2]1[CH:3]=[C:4]2[C:10]([C:11]3[N:16]=[C:15]([C:17]([OH:19])=[O:18])[CH:14]=[N:13][CH:12]=3)=[CH:9][NH:8][C:5]2=[N:6][CH:7]=1. (3) Given the reactants [NH2:1][CH:2]1[C:8](=[O:9])[N:7]([CH3:10])[C:6]2[CH:11]=[CH:12][CH:13]=[CH:14][C:5]=2[C:4]2[CH:15]=[CH:16][CH:17]=[CH:18][C:3]1=2.[CH2:19]([NH:26][C:27](=[O:33])[CH:28]([CH3:32])[C:29](O)=[O:30])[C:20]1[CH:25]=[CH:24][CH:23]=[CH:22][CH:21]=1, predict the reaction product. The product is: [CH2:19]([NH:26][C:27](=[O:33])[CH:28]([CH3:32])[C:29]([NH:1][CH:2]1[C:8](=[O:9])[N:7]([CH3:10])[C:6]2[CH:11]=[CH:12][CH:13]=[CH:14][C:5]=2[C:4]2[CH:15]=[CH:16][CH:17]=[CH:18][C:3]1=2)=[O:30])[C:20]1[CH:25]=[CH:24][CH:23]=[CH:22][CH:21]=1.